Dataset: Forward reaction prediction with 1.9M reactions from USPTO patents (1976-2016). Task: Predict the product of the given reaction. (1) Given the reactants N#N.[OH:3][CH:4]([C:6]1[O:7][C:8]([CH2:11][N:12]2[N:16]=[C:15]([NH:17][C:18]([C:20]3[N:21]=[C:22]([CH3:36])[O:23][C:24]=3[C:25]3[CH:30]=[CH:29][CH:28]=[C:27]([O:31][C:32]([F:35])([F:34])[F:33])[CH:26]=3)=[O:19])[CH:14]=[N:13]2)=[CH:9][N:10]=1)[CH3:5], predict the reaction product. The product is: [C:4]([C:6]1[O:7][C:8]([CH2:11][N:12]2[N:16]=[C:15]([NH:17][C:18]([C:20]3[N:21]=[C:22]([CH3:36])[O:23][C:24]=3[C:25]3[CH:30]=[CH:29][CH:28]=[C:27]([O:31][C:32]([F:34])([F:35])[F:33])[CH:26]=3)=[O:19])[CH:14]=[N:13]2)=[CH:9][N:10]=1)(=[O:3])[CH3:5]. (2) Given the reactants [N:1]([C@@H:4]([CH3:16])[CH2:5][C:6]1[CH:7]=[C:8]([N:13]([CH3:15])[CH3:14])[CH:9]=[CH:10][C:11]=1[CH3:12])=[N+]=[N-], predict the reaction product. The product is: [NH2:1][C@@H:4]([CH3:16])[CH2:5][C:6]1[CH:7]=[C:8]([N:13]([CH3:15])[CH3:14])[CH:9]=[CH:10][C:11]=1[CH3:12]. (3) Given the reactants [NH2:1][C:2]1[C:3]([O:9][C:10]2([C:13]([O:15][C:16]([CH3:19])([CH3:18])[CH3:17])=[O:14])[CH2:12][CH2:11]2)=[N:4][CH:5]=[C:6]([Cl:8])[CH:7]=1.O=[C:21]1[CH2:26][CH2:25][N:24]([C:27]([O:29][C:30]([CH3:33])([CH3:32])[CH3:31])=[O:28])[CH2:23][CH2:22]1.C(O[BH-](OC(=O)C)OC(=O)C)(=O)C.[Na+].C(=O)([O-])O.[Na+], predict the reaction product. The product is: [C:16]([O:15][C:13]([C:10]1([O:9][C:3]2[C:2]([NH:1][CH:21]3[CH2:26][CH2:25][N:24]([C:27]([O:29][C:30]([CH3:33])([CH3:32])[CH3:31])=[O:28])[CH2:23][CH2:22]3)=[CH:7][C:6]([Cl:8])=[CH:5][N:4]=2)[CH2:12][CH2:11]1)=[O:14])([CH3:19])([CH3:18])[CH3:17]. (4) Given the reactants [NH2:1][C:2]1[N:7]=[C:6]([C:8]2[CH:13]=[CH:12][CH:11]=[CH:10][CH:9]=2)[N:5]=[C:4]([N:14]([CH3:33])[C:15]2[CH:20]=[CH:19][N:18]=[C:17]([NH:21][CH:22]([CH3:32])[CH2:23][C:24]3[CH:25]=[C:26]([CH2:30]O)[CH:27]=[CH:28][CH:29]=3)[N:16]=2)[CH:3]=1.C1(P([N:48]=[N+:49]=[N-:50])(C2C=CC=CC=2)=O)C=CC=CC=1.C1CCN2C(=NCCC2)CC1, predict the reaction product. The product is: [N:48]([CH2:30][C:26]1[CH:25]=[C:24]([CH2:23][CH:22]([NH:21][C:17]2[N:16]=[C:15]([N:14]([CH3:33])[C:4]3[CH:3]=[C:2]([NH2:1])[N:7]=[C:6]([C:8]4[CH:13]=[CH:12][CH:11]=[CH:10][CH:9]=4)[N:5]=3)[CH:20]=[CH:19][N:18]=2)[CH3:32])[CH:29]=[CH:28][CH:27]=1)=[N+:49]=[N-:50]. (5) Given the reactants [Cl:1][C:2]1[CH:7]=[CH:6][C:5]([CH2:8][SH:9])=[CH:4][CH:3]=1.Cl[C:11]1[CH:21]=[C:15]2[N:16]([CH3:20])[CH2:17][CH2:18][CH2:19][N:14]2[C:13](=[O:22])[N:12]=1, predict the reaction product. The product is: [Cl:1][C:2]1[CH:7]=[CH:6][C:5]([CH2:8][S:9][C:11]2[CH:21]=[C:15]3[N:16]([CH3:20])[CH2:17][CH2:18][CH2:19][N:14]3[C:13](=[O:22])[N:12]=2)=[CH:4][CH:3]=1. (6) Given the reactants [O:1]1[C:5]2[CH:6]=[CH:7][C:8]([CH:10]=[O:11])=[CH:9][C:4]=2[O:3][CH2:2]1.Br[C:13]1[CH:21]=[CH:20][C:16]2[O:17][CH2:18][O:19][C:15]=2[CH:14]=1.C([Li])CCC.O1C2C=CC(C(C3C=C(OC)C=C(OC)C=3)O)=CC=2OCC1, predict the reaction product. The product is: [O:1]1[C:5]2[CH:6]=[CH:7][C:8]([CH:10]([C:13]3[CH:21]=[CH:20][C:16]4[O:17][CH2:18][O:19][C:15]=4[CH:14]=3)[OH:11])=[CH:9][C:4]=2[O:3][CH2:2]1.